This data is from Forward reaction prediction with 1.9M reactions from USPTO patents (1976-2016). The task is: Predict the product of the given reaction. (1) Given the reactants [CH:1]1([CH2:6][CH:7]([C:11]2[CH:16]=[CH:15][C:14]([Cl:17])=[C:13]([Cl:18])[CH:12]=2)[C:8]([OH:10])=O)[CH2:5][CH2:4][CH2:3][CH2:2]1.C(N(CC)CC)C.CC(C)(C)C(Cl)=O.[CH:33]([C@H:36]1[CH2:40][O:39][C:38](=[O:41])[NH:37]1)([CH3:35])[CH3:34].C([Li])CCC, predict the reaction product. The product is: [CH:1]1([CH2:6][C@@H:7]([C:11]2[CH:16]=[CH:15][C:14]([Cl:17])=[C:13]([Cl:18])[CH:12]=2)[C:8]([N:37]2[C@@H:36]([CH:33]([CH3:35])[CH3:34])[CH2:40][O:39][C:38]2=[O:41])=[O:10])[CH2:2][CH2:3][CH2:4][CH2:5]1. (2) Given the reactants [CH3:1][O:2][C:3]1[CH:4]=[C:5]2[C:9](=[CH:10][C:11]=1[O:12][CH3:13])[N:8]([C:14]1[CH:19]=[CH:18][C:17]([N+:20]([O-])=O)=[CH:16][CH:15]=1)[CH2:7][CH2:6]2.[H][H].[ClH:25], predict the reaction product. The product is: [ClH:25].[CH3:1][O:2][C:3]1[CH:4]=[C:5]2[C:9](=[CH:10][C:11]=1[O:12][CH3:13])[N:8]([C:14]1[CH:19]=[CH:18][C:17]([NH2:20])=[CH:16][CH:15]=1)[CH2:7][CH2:6]2. (3) Given the reactants Cl[C:2]1[N:3]=[C:4]([N:15]2[CH2:20][CH2:19][O:18][CH2:17][C@@H:16]2[CH3:21])[C:5]2[CH2:10][N:9]([C:11]([O:13][CH3:14])=[O:12])[CH2:8][C:6]=2[N:7]=1.[F:22][C:23]1[CH:24]=[C:25]([NH:38][C:39]([NH:41][CH2:42][CH2:43][F:44])=[O:40])[CH:26]=[CH:27][C:28]=1B1OC(C)(C)C(C)(C)O1, predict the reaction product. The product is: [F:22][C:23]1[CH:24]=[C:25]([NH:38][C:39]([NH:41][CH2:42][CH2:43][F:44])=[O:40])[CH:26]=[CH:27][C:28]=1[C:2]1[N:3]=[C:4]([N:15]2[CH2:20][CH2:19][O:18][CH2:17][C@@H:16]2[CH3:21])[C:5]2[CH2:10][N:9]([C:11]([O:13][CH3:14])=[O:12])[CH2:8][C:6]=2[N:7]=1.